Predict the reactants needed to synthesize the given product. From a dataset of Full USPTO retrosynthesis dataset with 1.9M reactions from patents (1976-2016). (1) Given the product [Br:1][C:2]1[CH:3]=[C:4]([C:14]2[NH:15][C:16]3[C:12]([CH:13]=2)=[C:11]([F:10])[CH:19]=[CH:18][CH:17]=3)[C:5]([NH2:8])=[N:6][CH:7]=1, predict the reactants needed to synthesize it. The reactants are: [Br:1][C:2]1[CH:3]=[C:4](I)[C:5]([NH2:8])=[N:6][CH:7]=1.[F:10][C:11]1[CH:19]=[CH:18][CH:17]=[C:16]2[C:12]=1[CH:13]=[C:14](B1OC(C)(C)C(C)(C)O1)[NH:15]2.C([O-])([O-])=O.[Cs+].[Cs+]. (2) Given the product [Cl:1][C:2]1[CH:7]=[CH:6][C:5]([O:8][C:17]2[N:27]=[CH:26][CH:25]=[C:24]([CH:28]=[CH2:29])[C:18]=2[C:19]([O:21][CH2:22][CH3:23])=[O:20])=[C:4]([F:9])[CH:3]=1, predict the reactants needed to synthesize it. The reactants are: [Cl:1][C:2]1[CH:7]=[CH:6][C:5]([OH:8])=[C:4]([F:9])[CH:3]=1.C(=O)([O-])[O-].[K+].[K+].F[C:17]1[N:27]=[CH:26][CH:25]=[C:24]([CH:28]=[CH2:29])[C:18]=1[C:19]([O:21][CH2:22][CH3:23])=[O:20].